Dataset: Blood-brain barrier permeability classification from the B3DB database. Task: Regression/Classification. Given a drug SMILES string, predict its absorption, distribution, metabolism, or excretion properties. Task type varies by dataset: regression for continuous measurements (e.g., permeability, clearance, half-life) or binary classification for categorical outcomes (e.g., BBB penetration, CYP inhibition). Dataset: b3db_classification. (1) The compound is CC(C)OC(=O)CCC/C=C/CC1C(O)CC(O)C1/C=C/C(O)COc1cccc(C(F)(F)F)c1. The result is 0 (does not penetrate BBB). (2) The molecule is CCCCCOC(C)=O. The result is 1 (penetrates BBB). (3) The molecule is CCCC(C)CC. The result is 1 (penetrates BBB). (4) The molecule is OCc1ccccc1. The result is 1 (penetrates BBB).